Dataset: NCI-60 drug combinations with 297,098 pairs across 59 cell lines. Task: Regression. Given two drug SMILES strings and cell line genomic features, predict the synergy score measuring deviation from expected non-interaction effect. (1) Drug 1: CC12CCC(CC1=CCC3C2CCC4(C3CC=C4C5=CN=CC=C5)C)O. Drug 2: CC(C)(C#N)C1=CC(=CC(=C1)CN2C=NC=N2)C(C)(C)C#N. Cell line: 786-0. Synergy scores: CSS=11.1, Synergy_ZIP=-3.79, Synergy_Bliss=0.554, Synergy_Loewe=0.0967, Synergy_HSA=0.482. (2) Drug 1: CC(C1=C(C=CC(=C1Cl)F)Cl)OC2=C(N=CC(=C2)C3=CN(N=C3)C4CCNCC4)N. Drug 2: C1C(C(OC1N2C=NC3=C2NC=NCC3O)CO)O. Cell line: SF-295. Synergy scores: CSS=19.1, Synergy_ZIP=-3.00, Synergy_Bliss=2.05, Synergy_Loewe=-35.0, Synergy_HSA=3.49.